From a dataset of Full USPTO retrosynthesis dataset with 1.9M reactions from patents (1976-2016). Predict the reactants needed to synthesize the given product. (1) Given the product [C:11]12([N:21]3[C:22](=[O:23])[N:8]([CH2:1][C:2]4[CH:7]=[CH:6][CH:5]=[CH:4][CH:3]=4)[C:9](=[O:26])[S:10]3)[CH2:20][CH:15]3[CH2:16][CH:17]([CH2:19][CH:13]([CH2:14]3)[CH2:12]1)[CH2:18]2, predict the reactants needed to synthesize it. The reactants are: [CH2:1]([N:8]=[C:9]=[S:10])[C:2]1[CH:7]=[CH:6][CH:5]=[CH:4][CH:3]=1.[C:11]12([N:21]=[C:22]=[O:23])[CH2:20][CH:15]3[CH2:16][CH:17]([CH2:19][CH:13]([CH2:14]3)[CH2:12]1)[CH2:18]2.C([O:26]CC)C. (2) Given the product [Br:1][C:2]1[C:7]([O:8][CH:13]([F:21])[F:12])=[CH:6][CH:5]=[CH:4][C:3]=1[C:9](=[O:11])[CH3:10], predict the reactants needed to synthesize it. The reactants are: [Br:1][C:2]1[C:7]([OH:8])=[CH:6][CH:5]=[CH:4][C:3]=1[C:9](=[O:11])[CH3:10].[F:12][C:13]([F:21])(S(F)(=O)=O)C(O)=O.O. (3) Given the product [NH2:2][C:1]1[N:22]([CH3:21])[N:23]=[C:4]([CH:6]2[CH2:10][CH2:9][N:8]([C:11]([O:13][CH2:14][C:15]3[CH:20]=[CH:19][CH:18]=[CH:17][CH:16]=3)=[O:12])[CH2:7]2)[CH:3]=1, predict the reactants needed to synthesize it. The reactants are: [C:1]([CH2:3][C:4]([CH:6]1[CH2:10][CH2:9][N:8]([C:11]([O:13][CH2:14][C:15]2[CH:20]=[CH:19][CH:18]=[CH:17][CH:16]=2)=[O:12])[CH2:7]1)=O)#[N:2].[CH3:21][NH:22][NH2:23]. (4) Given the product [F:19][C:16]1[CH:17]=[CH:18][C:13]([O:12][CH2:11][C:9]2[N:10]=[C:5]3[N:4]=[CH:3][C:2]([C:22]4[CH:23]=[CH:24][CH:25]=[CH:26][C:21]=4[NH2:20])=[CH:7][N:6]3[CH:8]=2)=[CH:14][CH:15]=1, predict the reactants needed to synthesize it. The reactants are: Br[C:2]1[CH:3]=[N:4][C:5]2[N:6]([CH:8]=[C:9]([CH2:11][O:12][C:13]3[CH:18]=[CH:17][C:16]([F:19])=[CH:15][CH:14]=3)[N:10]=2)[CH:7]=1.[NH2:20][C:21]1[CH:26]=[CH:25][CH:24]=[CH:23][C:22]=1B(O)O. (5) The reactants are: [CH:1](=[C:8]1/[O:9][C:10]2[CH:17]=[C:16]([O:18][CH3:19])[CH:15]=[C:14]([O:20]C)[C:11]=2[C:12]/1=[O:13])/[C:2]1[CH:7]=[CH:6][CH:5]=[CH:4][CH:3]=1.B(Br)(Br)Br.O. Given the product [CH:1](=[C:8]1/[O:9][C:10]2[CH:17]=[C:16]([O:18][CH3:19])[CH:15]=[C:14]([OH:20])[C:11]=2[C:12]/1=[O:13])/[C:2]1[CH:3]=[CH:4][CH:5]=[CH:6][CH:7]=1, predict the reactants needed to synthesize it.